Dataset: Forward reaction prediction with 1.9M reactions from USPTO patents (1976-2016). Task: Predict the product of the given reaction. (1) Given the reactants C[O:2][C:3](=[O:35])[C:4]1[CH:9]=[CH:8][C:7]([CH2:10][N:11]([S:24]([C:27]2[CH:32]=[CH:31][C:30]([Cl:33])=[CH:29][CH:28]=2)(=[O:26])=[O:25])[CH:12]2[CH2:18][CH:17]([C:19]([F:22])([F:21])[F:20])[CH2:16][CH2:15][NH:14][C:13]2=[O:23])=[C:6]([F:34])[CH:5]=1.[OH-].[Na+], predict the reaction product. The product is: [Cl:33][C:30]1[CH:31]=[CH:32][C:27]([S:24]([N:11]([CH2:10][C:7]2[CH:8]=[CH:9][C:4]([C:3]([OH:35])=[O:2])=[CH:5][C:6]=2[F:34])[CH:12]2[CH2:18][CH:17]([C:19]([F:21])([F:20])[F:22])[CH2:16][CH2:15][NH:14][C:13]2=[O:23])(=[O:26])=[O:25])=[CH:28][CH:29]=1. (2) Given the reactants C[Si](C)(C)[C:3]1[CH:10]=[CH:9][C:6](C=O)=[C:5]([C:11]#[CH:12])[CH:4]=1.[C:15](=[O:18])([O-])[O-].[Na+].[Na+], predict the reaction product. The product is: [C:11]([C:5]1[CH:6]=[CH:9][C:10]([CH:15]=[O:18])=[CH:3][CH:4]=1)#[CH:12]. (3) Given the reactants [H-].[Al+3].[Li+].[H-].[H-].[H-].[Cl-].[Cl-].[Cl-].[Al+3].[Cl:11][C:12]1[C:17]([Cl:18])=[CH:16][CH:15]=[CH:14][C:13]=1[N:19]1[CH2:24][CH2:23][N:22]([CH2:25][CH2:26][C:27]([N:29]2[C:37]3[C:32](=[CH:33][CH:34]=[CH:35][CH:36]=3)[CH2:31][CH2:30]2)=O)[CH2:21][CH2:20]1, predict the reaction product. The product is: [ClH:11].[Cl:11][C:12]1[C:17]([Cl:18])=[CH:16][CH:15]=[CH:14][C:13]=1[N:19]1[CH2:24][CH2:23][N:22]([CH2:25][CH2:26][CH2:27][N:29]2[C:37]3[C:32](=[CH:33][CH:34]=[CH:35][CH:36]=3)[CH2:31][CH2:30]2)[CH2:21][CH2:20]1. (4) The product is: [NH2:31][C:29](=[O:30])[CH2:28][NH:27][C:23]([C:22]1[CH:21]=[N:20][N:5]2[C:6]([CH3:19])=[C:7]([CH2:8][C:9]3[CH:14]=[CH:13][CH:12]=[C:11]([C:15]([F:18])([F:16])[F:17])[CH:10]=3)[C:2]([CH3:1])=[N:3][C:4]=12)=[O:24]. Given the reactants [CH3:1][C:2]1[C:7]([CH2:8][C:9]2[CH:14]=[CH:13][CH:12]=[C:11]([C:15]([F:18])([F:17])[F:16])[CH:10]=2)=[C:6]([CH3:19])[N:5]2[N:20]=[CH:21][C:22]([C:23](O)=[O:24])=[C:4]2[N:3]=1.Cl.[NH2:27][CH2:28][C:29]([NH2:31])=[O:30], predict the reaction product. (5) Given the reactants C1C=CC(P(C2C=CC=CC=2)C2C=CC=CC=2)=CC=1.CCOC(/N=N/C(OCC)=O)=O.[CH3:32][O:33][C:34]1[CH:42]=[CH:41][C:37]([CH2:38][CH2:39]O)=[CH:36][CH:35]=1.[C:43]1(=[O:49])[NH:47][C:46](=[O:48])[CH:45]=[CH:44]1, predict the reaction product. The product is: [CH3:32][O:33][C:34]1[CH:42]=[CH:41][C:37]([CH2:38][CH2:39][N:47]2[C:43](=[O:49])[CH:44]=[CH:45][C:46]2=[O:48])=[CH:36][CH:35]=1. (6) Given the reactants [CH2:1]([C:3]1[N:7]([C:8]2[N:16]=[C:15]3[C:11]([N:12]=[C:13]([CH2:23][N:24]4[CH2:27][CH:26]([CH:28]5[CH2:33][CH2:32][O:31][CH2:30][CH2:29]5)[CH2:25]4)[N:14]3C3CCCCO3)=[C:10]([N:34]3[CH2:39][CH2:38][O:37][CH2:36][CH2:35]3)[N:9]=2)[C:6]2[CH:40]=[CH:41][CH:42]=[CH:43][C:5]=2[N:4]=1)[CH3:2], predict the reaction product. The product is: [NH3:4].[CH2:1]([C:3]1[N:7]([C:8]2[N:16]=[C:15]3[C:11]([N:12]=[C:13]([CH2:23][N:24]4[CH2:27][CH:26]([CH:28]5[CH2:29][CH2:30][O:31][CH2:32][CH2:33]5)[CH2:25]4)[NH:14]3)=[C:10]([N:34]3[CH2:35][CH2:36][O:37][CH2:38][CH2:39]3)[N:9]=2)[C:6]2[CH:40]=[CH:41][CH:42]=[CH:43][C:5]=2[N:4]=1)[CH3:2].